From a dataset of Full USPTO retrosynthesis dataset with 1.9M reactions from patents (1976-2016). Predict the reactants needed to synthesize the given product. Given the product [NH:6]1[C:7]2[C:12](=[CH:11][CH:10]=[CH:9][CH:8]=2)[C:4]([CH2:3][C@@H:2]([C:13](=[O:14])[NH:62][C@H:63]([C:71]([OH:73])=[O:72])[CH2:64][S:65][S:66][C:67]([CH3:70])([CH3:68])[CH3:69])[NH:1][C:16](=[O:17])[O:18][CH2:19][CH:20]2[C:32]3[CH:31]=[CH:30][CH:29]=[CH:28][C:27]=3[C:26]3[C:21]2=[CH:22][CH:23]=[CH:24][CH:25]=3)=[CH:5]1, predict the reactants needed to synthesize it. The reactants are: [NH:1]([C:16]([O:18][CH2:19][CH:20]1[C:32]2[C:27](=[CH:28][CH:29]=[CH:30][CH:31]=2)[C:26]2[C:21]1=[CH:22][CH:23]=[CH:24][CH:25]=2)=[O:17])[C@H:2]([C:13](O)=[O:14])[CH2:3][C:4]1[C:12]2[C:7](=[CH:8][CH:9]=[CH:10][CH:11]=2)[NH:6][CH:5]=1.ON1C(=O)CCC1=O.Cl.CN(C)CCCN=C=NCC.C(N(CC)C(C)C)(C)C.[NH2:62][C@H:63]([C:71]([OH:73])=[O:72])[CH2:64][S:65][S:66][C:67]([CH3:70])([CH3:69])[CH3:68].Cl.